Regression. Given two drug SMILES strings and cell line genomic features, predict the synergy score measuring deviation from expected non-interaction effect. From a dataset of NCI-60 drug combinations with 297,098 pairs across 59 cell lines. Drug 1: CC1=C(C(=CC=C1)Cl)NC(=O)C2=CN=C(S2)NC3=CC(=NC(=N3)C)N4CCN(CC4)CCO. Drug 2: C1CN(P(=O)(OC1)NCCCl)CCCl. Cell line: LOX IMVI. Synergy scores: CSS=12.5, Synergy_ZIP=1.21, Synergy_Bliss=3.66, Synergy_Loewe=-15.2, Synergy_HSA=1.38.